Dataset: Full USPTO retrosynthesis dataset with 1.9M reactions from patents (1976-2016). Task: Predict the reactants needed to synthesize the given product. (1) Given the product [CH3:34][O:35][CH:36]1[CH2:41][CH2:40][CH2:39][N:38]([C:15]([N:13]2[CH2:14][CH:9]([C:6]3[CH:5]=[CH:4][C:3]([C:2]([F:1])([F:32])[F:31])=[CH:8][CH:7]=3)[CH2:10][CH:11]([C:27]([O:29][CH3:30])=[O:28])[CH2:12]2)=[O:16])[CH2:37]1, predict the reactants needed to synthesize it. The reactants are: [F:1][C:2]([F:32])([F:31])[C:3]1[CH:8]=[CH:7][C:6]([CH:9]2[CH2:14][N:13]([C:15](OC3C=CC([N+]([O-])=O)=CC=3)=[O:16])[CH2:12][CH:11]([C:27]([O:29][CH3:30])=[O:28])[CH2:10]2)=[CH:5][CH:4]=1.Cl.[CH3:34][O:35][CH:36]1[CH2:41][CH2:40][CH2:39][NH:38][CH2:37]1. (2) Given the product [ClH:33].[N:22]12[CH2:23][CH2:24][CH:25]([CH2:26][CH2:27]1)[C@@H:20]([NH:19][C:17]([C:14]1[O:15][C:16]3[C:8]([C:3]4[CH:4]=[CH:5][CH:6]=[CH:7][C:2]=4[NH:1][C:31](=[O:32])[CH2:30][O:29][CH3:28])=[CH:9][CH:10]=[CH:11][C:12]=3[CH:13]=1)=[O:18])[CH2:21]2, predict the reactants needed to synthesize it. The reactants are: [NH2:1][C:2]1[CH:7]=[CH:6][CH:5]=[CH:4][C:3]=1[C:8]1[C:16]2[O:15][C:14]([C:17]([NH:19][C@@H:20]3[CH:25]4[CH2:26][CH2:27][N:22]([CH2:23][CH2:24]4)[CH2:21]3)=[O:18])=[CH:13][C:12]=2[CH:11]=[CH:10][CH:9]=1.[CH3:28][O:29][CH2:30][C:31]([Cl:33])=[O:32].C(N(CC)CC)C.O.